This data is from Forward reaction prediction with 1.9M reactions from USPTO patents (1976-2016). The task is: Predict the product of the given reaction. (1) Given the reactants Cl[CH2:2][CH2:3][CH2:4][O:5][C:6]1[CH:15]=[C:14]2[C:9]([C:10]([O:16][C:17]3[CH:22]=[C:21]([CH3:23])[C:20]([CH3:24])=[CH:19][C:18]=3[C:25](=[O:27])[CH3:26])=[CH:11][CH:12]=[N:13]2)=[CH:8][C:7]=1[O:28][CH3:29].[NH:30]1[CH2:35][CH2:34][O:33][CH2:32][CH2:31]1.C(=O)([O-])[O-].[K+].[K+].O, predict the reaction product. The product is: [CH3:29][O:28][C:7]1[CH:8]=[C:9]2[C:14](=[CH:15][C:6]=1[O:5][CH2:4][CH2:3][CH2:2][N:30]1[CH2:35][CH2:34][O:33][CH2:32][CH2:31]1)[N:13]=[CH:12][CH:11]=[C:10]2[O:16][C:17]1[CH:22]=[C:21]([CH3:23])[C:20]([CH3:24])=[CH:19][C:18]=1[C:25](=[O:27])[CH3:26]. (2) Given the reactants [C:1](Cl)(=O)C(Cl)=O.CS(C)=O.[Cl:11][C:12]1[CH:17]=[CH:16][C:15]([CH:18]([OH:32])[C:19]2[CH:24]=[N:23][CH:22]=[C:21]3[S:25][C:26]([C:28]([O:30][CH3:31])=[O:29])=[CH:27][C:20]=23)=[CH:14][CH:13]=1.C(N(CC)CC)C, predict the reaction product. The product is: [Cl:11][C:12]1[CH:17]=[CH:16][C:15]([C:18]([C:19]2[C:20]3[C:21]([S:25][CH:26]([C:28]([O:30][CH3:31])=[O:29])[CH:27]=3)=[CH:22][N:23]([CH3:1])[CH:24]=2)=[O:32])=[CH:14][CH:13]=1. (3) Given the reactants FC1C2(O)CC3CC(O)(CC1(O)C3)C2.OC12CC3(O)CC(O)(CC(O)(C3)C1)C2.[C:29]([O:33][C:34]12[C:54](F)(F)[C:38]3([O:57][C:58](=[O:61])[CH:59]=[CH2:60])[C:39](F)(F)[C:40]([O:47][C:48](=[O:51])[CH:49]=[CH2:50])([C:44](F)(F)[C:36]([O:64][C:65](=[O:68])[CH:66]=[CH2:67])([C:37]3(F)F)[C:35]1(F)F)[C:41]2(F)[F:42])(=[O:32])[CH:30]=[CH2:31], predict the reaction product. The product is: [C:48]([O:47][C:40]12[CH2:44][C:36]3([O:64][C:65](=[O:68])[CH:66]=[CH2:67])[CH2:37][C:38]([O:57][C:58](=[O:61])[CH:59]=[CH2:60])([CH2:54][C:34]([O:33][C:29](=[O:32])[CH:30]=[CH2:31])([CH2:35]3)[CH:41]1[F:42])[CH2:39]2)(=[O:51])[CH:49]=[CH2:50]. (4) Given the reactants [NH2:1][C:2]1[N:7]([CH2:8][CH2:9][N:10]2[C:18](=[O:19])[C:17]3[C:12](=[CH:13][CH:14]=[CH:15][CH:16]=3)[C:11]2=[O:20])[C:6](=[O:21])[N:5]([CH2:22][CH2:23][CH3:24])[C:4](=[O:25])[C:3]=1[NH:26][C:27]([C:29]1[CH:30]=[N:31][N:32]([CH2:34][CH:35]2[CH2:39][C:38](=[O:40])[N:37]([C:41]3[CH:46]=[CH:45][CH:44]=[C:43]([C:47]([F:50])([F:49])[F:48])[CH:42]=3)[CH2:36]2)[CH:33]=1)=O.O=P12OP3(OP(OP(O3)(O1)=O)(=O)O2)=O, predict the reaction product. The product is: [O:20]=[C:11]1[C:12]2[C:17](=[CH:16][CH:15]=[CH:14][CH:13]=2)[C:18](=[O:19])[N:10]1[CH2:9][CH2:8][N:7]1[C:2]2[N:1]=[C:27]([C:29]3[CH:30]=[N:31][N:32]([CH2:34][CH:35]4[CH2:39][C:38](=[O:40])[N:37]([C:41]5[CH:46]=[CH:45][CH:44]=[C:43]([C:47]([F:50])([F:48])[F:49])[CH:42]=5)[CH2:36]4)[CH:33]=3)[NH:26][C:3]=2[C:4](=[O:25])[N:5]([CH2:22][CH2:23][CH3:24])[C:6]1=[O:21]. (5) Given the reactants [Br:1][C@H:2]1[C@H:8]2[C@H:5]([C:6](=[O:9])[O:7]2)[CH2:4][C@H:3]1[NH:10][C:11]([C:24]1[CH:29]=[CH:28][CH:27]=[CH:26][CH:25]=1)([C:18]1[CH:23]=[CH:22][CH:21]=[CH:20][CH:19]=1)[C:12]1[CH:17]=[CH:16][CH:15]=[CH:14][CH:13]=1.[BH4-].[Li+].CCOC(C)=O.CCCCCC.[NH4+].[Cl-], predict the reaction product. The product is: [Br:1][C@@H:2]1[C@H:3]([NH:10][C:11]([C:12]2[CH:17]=[CH:16][CH:15]=[CH:14][CH:13]=2)([C:24]2[CH:25]=[CH:26][CH:27]=[CH:28][CH:29]=2)[C:18]2[CH:19]=[CH:20][CH:21]=[CH:22][CH:23]=2)[CH2:4][C@@H:5]([CH2:6][OH:9])[C@H:8]1[OH:7].